The task is: Predict the product of the given reaction.. This data is from Forward reaction prediction with 1.9M reactions from USPTO patents (1976-2016). (1) The product is: [O:17]=[C:16]1[NH:15][N:14]=[C:13]([CH2:18][CH2:19][CH3:20])/[C:12]/1=[C:4]1/[NH:5][C:6]2[C:11]([C:2]([NH:21][C:22]3[CH:23]=[C:24]4[C:28](=[CH:29][CH:30]=3)[NH:27][NH:26][C:25]4=[O:45])=[CH:3]/1)=[CH:10][CH:9]=[CH:8][CH:7]=2. Given the reactants Cl[C:2]1[C:11]2[C:6](=[CH:7][CH:8]=[CH:9][CH:10]=2)[NH:5]/[C:4](=[C:12]2/[C:13]([CH2:18][CH2:19][CH3:20])=[N:14][NH:15][C:16]/2=[O:17])/[CH:3]=1.[NH2:21][C:22]1[CH:23]=[C:24]2[C:28](=[CH:29][CH:30]=1)[N:27](C(OC(C)(C)C)=O)[N:26](C(OC(C)(C)C)=O)[C:25]2=[O:45], predict the reaction product. (2) Given the reactants C(NC(C)C)(C)C.[Li]CCCC.[O:13]1[C:17]2([CH2:22][CH2:21][CH:20]([C:23]([O:25][CH2:26][CH3:27])=[O:24])[CH2:19][CH2:18]2)[O:16][CH2:15][CH2:14]1.Cl[C:29]([O:31][CH2:32][CH3:33])=[O:30], predict the reaction product. The product is: [O:13]1[C:17]2([CH2:22][CH2:21][C:20]([C:29]([O:31][CH2:32][CH3:33])=[O:30])([C:23]([O:25][CH2:26][CH3:27])=[O:24])[CH2:19][CH2:18]2)[O:16][CH2:15][CH2:14]1. (3) Given the reactants [CH:1]1([CH2:7][CH:8]2[C:15]3[CH:14]=[C:13]([C:16]([O:18]C)=[O:17])[NH:12][C:11]=3[CH2:10][CH2:9]2)[CH2:6][CH2:5][CH2:4][CH2:3][CH2:2]1.O.[OH-].[Li+], predict the reaction product. The product is: [CH:1]1([CH2:7][CH:8]2[C:15]3[CH:14]=[C:13]([C:16]([OH:18])=[O:17])[NH:12][C:11]=3[CH2:10][CH2:9]2)[CH2:2][CH2:3][CH2:4][CH2:5][CH2:6]1.[CH:1]1([CH2:7][CH:8]2[C:15]3[CH:14]=[C:13]([C:16]([O-:18])=[O:17])[NH:12][C:11]=3[CH2:10][CH2:9]2)[CH2:2][CH2:3][CH2:4][CH2:5][CH2:6]1. (4) Given the reactants [NH2:1][C:2]1[CH:11]=[CH:10][C:9]([C:12]2[CH2:21][CH2:20][C:15]3([O:19][CH2:18][CH2:17][O:16]3)[CH2:14][CH:13]=2)=[CH:8][C:3]=1[C:4]([NH:6][CH3:7])=[O:5].CCO.N#N, predict the reaction product. The product is: [NH2:1][C:2]1[CH:11]=[CH:10][C:9]([CH:12]2[CH2:21][CH2:20][C:15]3([O:16][CH2:17][CH2:18][O:19]3)[CH2:14][CH2:13]2)=[CH:8][C:3]=1[C:4]([NH:6][CH3:7])=[O:5]. (5) Given the reactants [CH:1]1([NH:7][C:8]2[N:13]=[C:12]([C:14]3[C:22]4[C:17](=[N:18][CH:19]=[CH:20][CH:21]=4)[NH:16][CH:15]=3)[CH:11]=[CH:10][N:9]=2)[CH2:6][CH2:5][CH2:4][CH2:3][CH2:2]1.[H-].[Na+].Cl.[CH3:26][N:27]([CH3:31])[CH2:28][CH2:29]Cl, predict the reaction product. The product is: [CH:1]1([NH:7][C:8]2[N:13]=[C:12]([C:14]3[C:22]4[C:17](=[N:18][CH:19]=[CH:20][CH:21]=4)[N:16]([CH2:29][CH2:28][N:27]([CH3:31])[CH3:26])[CH:15]=3)[CH:11]=[CH:10][N:9]=2)[CH2:2][CH2:3][CH2:4][CH2:5][CH2:6]1. (6) Given the reactants [CH3:1][O:2][C:3]([C:5]1[CH:6]=[C:7]([CH:11]=[CH:12][CH:13]=1)[C:8]([OH:10])=O)=[O:4].CN(C(ON1N=NC2C=CC=CC1=2)=[N+](C)C)C.[B-](F)(F)(F)F.[CH3:36][NH:37][CH2:38][C:39]1[S:40][CH:41]=[C:42]([CH3:44])[N:43]=1.CCN(C(C)C)C(C)C.Cl, predict the reaction product. The product is: [CH3:1][O:2][C:3](=[O:4])[C:5]1[CH:13]=[CH:12][CH:11]=[C:7]([C:8]([N:37]([CH3:36])[CH2:38][C:39]2[S:40][CH:41]=[C:42]([CH3:44])[N:43]=2)=[O:10])[CH:6]=1.